From a dataset of Full USPTO retrosynthesis dataset with 1.9M reactions from patents (1976-2016). Predict the reactants needed to synthesize the given product. Given the product [Cl:21][C:18]1[CH:19]=[CH:20][C:15]([C:13]2[N:14]=[C:10]([CH:7]3[CH2:8][CH2:9][NH:4][CH2:5][CH2:6]3)[O:11][C:12]=2[C:22]2[CH:27]=[CH:26][C:25]([CH3:28])=[CH:24][CH:23]=2)=[CH:16][CH:17]=1, predict the reactants needed to synthesize it. The reactants are: C([N:4]1[CH2:9][CH2:8][CH:7]([C:10]2[O:11][C:12]([C:22]3[CH:27]=[CH:26][C:25]([CH3:28])=[CH:24][CH:23]=3)=[C:13]([C:15]3[CH:20]=[CH:19][C:18]([Cl:21])=[CH:17][CH:16]=3)[N:14]=2)[CH2:6][CH2:5]1)(=O)C.[OH-].[K+].O.